Dataset: Full USPTO retrosynthesis dataset with 1.9M reactions from patents (1976-2016). Task: Predict the reactants needed to synthesize the given product. (1) Given the product [BrH:28].[BrH:28].[CH3:1][O:2][C:3]1[CH:8]=[CH:7][C:6]([N:9]2[C:10]([C:11]3[CH:12]=[CH:13][CH:14]=[CH:15][CH:16]=3)=[N:17][C:18](=[N:19][CH2:20][C:21]3[CH:22]=[N:23][CH:24]=[CH:25][CH:26]=3)[S:27]2)=[CH:5][CH:4]=1, predict the reactants needed to synthesize it. The reactants are: [CH3:1][O:2][C:3]1[CH:8]=[CH:7][C:6]([N:9]=[C:10]([NH:17][C:18](=[S:27])[NH:19][CH2:20][C:21]2[CH:22]=[N:23][CH:24]=[CH:25][CH:26]=2)[C:11]2[CH:16]=[CH:15][CH:14]=[CH:13][CH:12]=2)=[CH:5][CH:4]=1.[Br:28]Br. (2) Given the product [Cl:1][C:2]1[N:10]=[C:9]2[C:5]([N:6]=[C:7]([CH2:12][CH2:13][N:25]3[CH2:26][CH2:27][C:22]([F:28])([F:21])[CH2:23][CH2:24]3)[N:8]2[CH3:11])=[C:4]([N:15]2[CH2:20][CH2:19][O:18][CH2:17][CH2:16]2)[N:3]=1, predict the reactants needed to synthesize it. The reactants are: [Cl:1][C:2]1[N:10]=[C:9]2[C:5]([N:6]=[C:7]([CH2:12][CH:13]=O)[N:8]2[CH3:11])=[C:4]([N:15]2[CH2:20][CH2:19][O:18][CH2:17][CH2:16]2)[N:3]=1.[F:21][C:22]1([F:28])[CH2:27][CH2:26][NH:25][CH2:24][CH2:23]1.Cl.C(N(CC)CC)C.C(O[BH-](OC(=O)C)OC(=O)C)(=O)C.[Na+].